Dataset: Full USPTO retrosynthesis dataset with 1.9M reactions from patents (1976-2016). Task: Predict the reactants needed to synthesize the given product. (1) Given the product [CH3:1][O:2][C:6](=[O:5])[CH2:12][C:16](=[O:17])[C:18]1[CH:23]=[N:22][CH:21]=[N:20][CH:19]=1, predict the reactants needed to synthesize it. The reactants are: [CH3:1][O-:2].[Na+].C[OH:5].[C:6]1([CH3:12])C=CC=CC=1.C(O[C:16]([C:18]1[CH:19]=[N:20][CH:21]=[N:22][CH:23]=1)=[O:17])C. (2) Given the product [CH2:19]([NH:23][C:12](=[O:14])[CH2:11][C@H:5]1[CH2:4][C@@H:3]([CH2:2][OH:1])[O:8][C:7]([CH3:9])([CH3:10])[O:6]1)[CH2:20][CH2:21][CH3:22], predict the reactants needed to synthesize it. The reactants are: [OH:1][CH2:2][C@H:3]1[O:8][C:7]([CH3:10])([CH3:9])[O:6][C@@H:5]([CH2:11][C:12]([O:14]C(C)(C)C)=O)[CH2:4]1.[CH2:19]([NH2:23])[CH2:20][CH2:21][CH3:22]. (3) Given the product [CH2:15]([O:14][C:13]1[C:9]([O:8][CH2:1][C:2]2[CH:3]=[CH:4][CH:5]=[CH:6][CH:7]=2)=[C:10]([C:35]([N:44]2[CH2:45][CH2:46][N:41]([CH3:40])[CH2:42][CH2:43]2)=[O:37])[N:11]([C:27]2[CH:32]=[CH:31][C:30]([O:33][CH3:34])=[CH:29][CH:28]=2)[C:12]=1[C:22]([N:23]([CH3:24])[CH3:25])=[O:26])[C:47]1[CH:49]=[CH:56][CH:52]=[CH:53][CH:48]=1, predict the reactants needed to synthesize it. The reactants are: [CH2:1]([O:8][C:9]1[C:13]([O:14][CH2:15]C2C=CC=CC=2)=[C:12]([C:22](=[O:26])[N:23]([CH3:25])[CH3:24])[N:11]([C:27]2[CH:32]=[CH:31][C:30]([O:33][CH3:34])=[CH:29][CH:28]=2)[C:10]=1[C:35]([O:37]CC)=O)[C:2]1[CH:7]=[CH:6][CH:5]=[CH:4][CH:3]=1.[CH3:40][N:41]1[CH2:46][CH2:45][NH:44][CH2:43][CH2:42]1.[CH:47]([Mg]Cl)([CH3:49])[CH3:48].[CH2:52]1[CH2:56]OC[CH2:53]1. (4) The reactants are: [H-].[Na+].[N:3]1[O:4][C:5]([NH2:11])=[C:6]2[CH2:10][CH2:9][CH2:8][C:7]=12.[CH:12](=O)[C:13]1[CH:18]=[CH:17][CH:16]=[CH:15][CH:14]=1. Given the product [N:3]1[O:4][C:5]([N:11]=[CH:12][C:13]2[CH:18]=[CH:17][CH:16]=[CH:15][CH:14]=2)=[C:6]2[CH2:10][CH2:9][CH2:8][C:7]=12, predict the reactants needed to synthesize it. (5) Given the product [CH2:15]([O:14][CH2:13][C@@H:9]([NH:8][S:33]([C:26]1[C:27]2[C:32](=[CH:31][CH:30]=[CH:29][CH:28]=2)[C:23]([CH3:22])=[CH:24][CH:25]=1)(=[O:35])=[O:34])[C:10]([OH:12])=[O:11])[C:16]1[CH:21]=[CH:20][CH:19]=[CH:18][CH:17]=1, predict the reactants needed to synthesize it. The reactants are: FC(F)(F)C(O)=O.[NH2:8][C@H:9]([CH2:13][O:14][CH2:15][C:16]1[CH:21]=[CH:20][CH:19]=[CH:18][CH:17]=1)[C:10]([OH:12])=[O:11].[CH3:22][C:23]1[C:32]2[C:27](=[CH:28][CH:29]=[CH:30][CH:31]=2)[C:26]([S:33](Cl)(=[O:35])=[O:34])=[CH:25][CH:24]=1. (6) Given the product [N+:23]([C:14]1[CH:15]=[C:16]([C:19]([F:20])([F:21])[F:22])[CH:17]=[CH:18][C:13]=1[N:1]1[CH2:6][CH2:5][O:4][CH2:3][CH2:2]1)([O-:25])=[O:24], predict the reactants needed to synthesize it. The reactants are: [NH:1]1[CH2:6][CH2:5][O:4][CH2:3][CH2:2]1.CN(C)C=O.F[C:13]1[CH:18]=[CH:17][C:16]([C:19]([F:22])([F:21])[F:20])=[CH:15][C:14]=1[N+:23]([O-:25])=[O:24]. (7) Given the product [NH2:34][C:32]1[C:31]2[C:26](=[CH:27][CH:28]=[CH:29][CH:30]=2)[N:25]=[C:24]([Br:23])[CH:33]=1, predict the reactants needed to synthesize it. The reactants are: [N+](C(CCCCCC)C)([O-])=O.C1(C([N+]([O-])=O)C)C=CC=CC=1.[Br:23][C:24]1[CH:33]=[C:32]([N+:34]([O-])=O)[C:31]2[C:26](=[CH:27][CH:28]=[CH:29][CH:30]=2)[N:25]=1.